Task: Predict the reactants needed to synthesize the given product.. Dataset: Full USPTO retrosynthesis dataset with 1.9M reactions from patents (1976-2016) Given the product [Cl:46][C:33]1[CH:34]=[CH:35][C:36]([NH:38][C:39]([C:41]2[S:42][CH:43]=[CH:44][CH:45]=2)=[O:40])=[CH:37][C:32]=1[C:31](=[O:47])[NH:30][C:27]1[CH:28]=[N:29][C:24]([NH:23][C:20]2[CH:19]=[CH:18][C:17]([S:14]([CH:11]3[CH2:10][CH2:9][NH:8][CH2:13][CH2:12]3)(=[O:15])=[O:16])=[CH:22][CH:21]=2)=[N:25][CH:26]=1.[C:48]([OH:54])([C:50]([F:53])([F:52])[F:51])=[O:49], predict the reactants needed to synthesize it. The reactants are: C(OC([N:8]1[CH2:13][CH2:12][CH:11]([S:14]([C:17]2[CH:22]=[CH:21][C:20]([NH:23][C:24]3[N:29]=[CH:28][C:27]([NH:30][C:31](=[O:47])[C:32]4[CH:37]=[C:36]([NH:38][C:39]([C:41]5[S:42][CH:43]=[CH:44][CH:45]=5)=[O:40])[CH:35]=[CH:34][C:33]=4[Cl:46])=[CH:26][N:25]=3)=[CH:19][CH:18]=2)(=[O:16])=[O:15])[CH2:10][CH2:9]1)=O)(C)(C)C.[C:48]([OH:54])([C:50]([F:53])([F:52])[F:51])=[O:49].